This data is from Forward reaction prediction with 1.9M reactions from USPTO patents (1976-2016). The task is: Predict the product of the given reaction. (1) Given the reactants [Cl:1][CH2:2][C@H:3]1[C:11]2[C:6](=[CH:7][C:8]([OH:16])=[C:9]3[S:14][CH:13]=[C:12]([CH3:15])[C:10]3=2)[N:5](C(OC(C)(C)C)=O)[CH2:4]1.[C:24](Cl)(=[O:26])[CH3:25].N1C=CC=CC=1.Cl.O1CCOCC1, predict the reaction product. The product is: [C:24]([O:16][C:8]1[CH:7]=[C:6]2[C:11]([C@H:3]([CH2:2][Cl:1])[CH2:4][NH:5]2)=[C:10]2[C:12]([CH3:15])=[CH:13][S:14][C:9]=12)(=[O:26])[CH3:25]. (2) Given the reactants O[CH2:2][C@@H:3]([NH2:8])[CH2:4][CH:5]([CH3:7])[CH3:6].COC(=O)[C@H](CC(C)C)N.OCCN.[CH3:23][C:24]1[CH:29]=[C:28]([N+:30]([O-:32])=[O:31])[CH:27]=[CH:26][C:25]=1[N:33]=[C:34]=[S:35], predict the reaction product. The product is: [CH3:23][C:24]1[CH:29]=[C:28]([N+:30]([O-:32])=[O:31])[CH:27]=[CH:26][C:25]=1[N:33]=[C:34]1[NH:8][C@@H:3]([CH2:4][CH:5]([CH3:7])[CH3:6])[CH2:2][S:35]1. (3) The product is: [Cl:1][C:2]1[CH:7]=[CH:6][C:5]([S:8]([N:11]2[CH2:17][CH2:16][CH2:15][CH2:14][C:13]3[CH:18]=[CH:19][CH:20]=[CH:21][C:12]2=3)(=[O:9])=[O:10])=[CH:4][C:3]=1[N:22]1[C:23](=[O:28])[CH:24]=[C:25]([CH3:26])[N:27]=[C:29]1[CH3:30]. Given the reactants [Cl:1][C:2]1[CH:7]=[CH:6][C:5]([S:8]([N:11]2[CH2:17][CH2:16][CH2:15][CH2:14][C:13]3[CH:18]=[CH:19][CH:20]=[CH:21][C:12]2=3)(=[O:10])=[O:9])=[CH:4][C:3]=1[NH:22][C:23](=[O:28])[CH2:24][C:25](=[NH:27])[CH3:26].[C:29](OC(=O)C)(=O)[CH3:30], predict the reaction product. (4) Given the reactants C([O:5][C:6](=[O:34])[C@H:7]([CH2:27][C:28]1[CH:33]=[CH:32][CH:31]=[CH:30][CH:29]=1)[NH:8][S:9]([C:12]1[CH:21]=[C:20]2[C:15]([C:16]([Cl:26])=[CH:17][N:18]=[C:19]2[NH:22][C:23]([NH2:25])=[NH:24])=[CH:14][CH:13]=1)(=[O:11])=[O:10])(C)(C)C.[C:35]([C:39]([OH:41])=[O:40])([F:38])([F:37])[F:36], predict the reaction product. The product is: [F:36][C:35]([F:38])([F:37])[C:39]([OH:41])=[O:40].[Cl:26][C:16]1[C:15]2[C:20](=[CH:21][C:12]([S:9]([NH:8][C@H:7]([C:6]([OH:34])=[O:5])[CH2:27][C:28]3[CH:33]=[CH:32][CH:31]=[CH:30][CH:29]=3)(=[O:10])=[O:11])=[CH:13][CH:14]=2)[C:19]([NH:22][C:23]([NH2:25])=[NH:24])=[N:18][CH:17]=1. (5) Given the reactants [NH2:1][C:2]1[N:3]=[CH:4][C:5]([C:18]2[CH:46]=[CH:45][C:21]([C:22]([NH:24][CH:25]3[CH2:30][CH2:29][N:28](C(OC(C)(C)C)=O)[C@@H:27]([C:38]([O:40][C:41]([CH3:44])([CH3:43])[CH3:42])=[O:39])[CH2:26]3)=[O:23])=[CH:20][CH:19]=2)=[N:6][C:7]=1[NH:8][CH2:9][C:10]1[C:15]([Cl:16])=[CH:14][CH:13]=[CH:12][C:11]=1[Cl:17].Cl.[OH-].[Na+], predict the reaction product. The product is: [NH2:1][C:2]1[N:3]=[CH:4][C:5]([C:18]2[CH:46]=[CH:45][C:21]([C:22]([NH:24][CH:25]3[CH2:30][CH2:29][NH:28][C@@H:27]([C:38]([O:40][C:41]([CH3:42])([CH3:43])[CH3:44])=[O:39])[CH2:26]3)=[O:23])=[CH:20][CH:19]=2)=[N:6][C:7]=1[NH:8][CH2:9][C:10]1[C:11]([Cl:17])=[CH:12][CH:13]=[CH:14][C:15]=1[Cl:16]. (6) Given the reactants [CH2:1]([O:8][C:9]1[CH:18]=[C:17]2[C:12]([C:13](=O)[C:14]([Br:19])=[CH:15][NH:16]2)=[CH:11][C:10]=1[O:21][CH3:22])[C:2]1[CH:7]=[CH:6][CH:5]=[CH:4][CH:3]=1.P(Cl)(Cl)([Cl:25])=O, predict the reaction product. The product is: [CH2:1]([O:8][C:9]1[CH:18]=[C:17]2[C:12]([C:13]([Cl:25])=[C:14]([Br:19])[CH:15]=[N:16]2)=[CH:11][C:10]=1[O:21][CH3:22])[C:2]1[CH:7]=[CH:6][CH:5]=[CH:4][CH:3]=1.